Dataset: Forward reaction prediction with 1.9M reactions from USPTO patents (1976-2016). Task: Predict the product of the given reaction. (1) Given the reactants Cl[C:2]1[C:28]([CH3:29])=[CH:27][C:5]2[N:6]=[C:7]3[C:12]([N:13]([CH2:14][CH2:15][CH2:16][CH2:17][CH2:18][CH2:19][C:20]([O:22]CC)=[O:21])[C:4]=2[CH:3]=1)=[N:11][C:10](=[O:25])[NH:9][C:8]3=[O:26].[CH3:30][O-:31].[Na+].C(O)(=O)C, predict the reaction product. The product is: [CH3:30][O:31][C:2]1[C:28]([CH3:29])=[CH:27][C:5]2[N:6]=[C:7]3[C:12]([N:13]([CH2:14][CH2:15][CH2:16][CH2:17][CH2:18][CH2:19][C:20]([OH:22])=[O:21])[C:4]=2[CH:3]=1)=[N:11][C:10](=[O:25])[NH:9][C:8]3=[O:26]. (2) Given the reactants CS(C)=[O:3].[OH-].[Na+].OO.[NH2:9][C:10]1([C:31]#[N:32])[CH2:15][CH2:14][N:13]([S:16](/[CH:19]=[CH:20]/[C:21]2[C:26]([CH3:27])=[CH:25][C:24]([NH:28][CH3:29])=[CH:23][C:22]=2[CH3:30])(=[O:18])=[O:17])[CH2:12][CH2:11]1.[O-]S([O-])(=S)=O.[Na+].[Na+], predict the reaction product. The product is: [NH2:9][C:10]1([C:31]([NH2:32])=[O:3])[CH2:15][CH2:14][N:13]([S:16](/[CH:19]=[CH:20]/[C:21]2[C:22]([CH3:30])=[CH:23][C:24]([NH:28][CH3:29])=[CH:25][C:26]=2[CH3:27])(=[O:17])=[O:18])[CH2:12][CH2:11]1. (3) Given the reactants [Li]CCCC.Br[C:7]([C:9]([F:12])([F:11])[F:10])=[CH2:8].CN(CCN(C)C)C.I[C:22]1[CH:23]=[C:24]([CH2:34][O:35][C:36]2[CH:41]=[CH:40][C:39]([CH2:42][CH2:43][C:44]([O:46][CH2:47][CH3:48])=[O:45])=[C:38]([CH3:49])[C:37]=2[CH3:50])[C:25]2[O:29][C:28]([CH2:30][CH2:31][CH3:32])=[CH:27][C:26]=2[CH:33]=1, predict the reaction product. The product is: [CH3:49][C:38]1[C:37]([CH3:50])=[C:36]([O:35][CH2:34][C:24]2[C:25]3[O:29][C:28]([CH2:30][CH2:31][CH3:32])=[CH:27][C:26]=3[CH:33]=[C:22]([C:8]#[C:7][C:9]([F:12])([F:11])[F:10])[CH:23]=2)[CH:41]=[CH:40][C:39]=1[CH2:42][CH2:43][C:44]([O:46][CH2:47][CH3:48])=[O:45]. (4) Given the reactants Cl.[CH3:2][C:3]1([CH3:22])[C:7]([CH3:9])([CH3:8])[O:6][B:5]([C:10]2[CH:15]=[CH:14][C:13]([N:16]3[CH2:21][CH2:20][NH:19][CH2:18][CH2:17]3)=[CH:12][CH:11]=2)[O:4]1.CCN(CC)CC.[CH3:30][S:31](Cl)(=[O:33])=[O:32], predict the reaction product. The product is: [CH3:30][S:31]([N:19]1[CH2:18][CH2:17][N:16]([C:13]2[CH:12]=[CH:11][C:10]([B:5]3[O:4][C:3]([CH3:22])([CH3:2])[C:7]([CH3:8])([CH3:9])[O:6]3)=[CH:15][CH:14]=2)[CH2:21][CH2:20]1)(=[O:33])=[O:32]. (5) Given the reactants [CH:1]([P:4]([CH:6]([CH3:8])[CH3:7])Cl)([CH3:3])[CH3:2].[C:9]1([CH3:17])[CH:14]=[CH:13][C:12]([Mg]Br)=[CH:11][CH:10]=1, predict the reaction product. The product is: [CH:1]([P:4]([CH:6]([CH3:8])[CH3:7])[C:12]1[CH:13]=[CH:14][C:9]([CH3:17])=[CH:10][CH:11]=1)([CH3:3])[CH3:2].